Dataset: Catalyst prediction with 721,799 reactions and 888 catalyst types from USPTO. Task: Predict which catalyst facilitates the given reaction. (1) Reactant: Cl[C:2]1[CH:29]=[C:28]([S:30]([N:33]([CH3:35])[CH3:34])(=[O:32])=[O:31])[CH:27]=[CH:26][C:3]=1[O:4][C:5]1[CH:6]=[C:7]([CH:17]=[C:18]([O:20][C@@H:21]([CH3:25])[CH2:22][O:23][CH3:24])[CH:19]=1)[C:8]([NH:10][C:11]1[CH:15]=[CH:14][N:13]([CH3:16])[N:12]=1)=[O:9].C(N(CC)CC)C. Product: [CH3:35][N:33]([CH3:34])[S:30]([C:28]1[CH:29]=[CH:2][C:3]([O:4][C:5]2[CH:6]=[C:7]([CH:17]=[C:18]([O:20][C@@H:21]([CH3:25])[CH2:22][O:23][CH3:24])[CH:19]=2)[C:8]([NH:10][C:11]2[CH:15]=[CH:14][N:13]([CH3:16])[N:12]=2)=[O:9])=[CH:26][CH:27]=1)(=[O:31])=[O:32]. The catalyst class is: 403. (2) Reactant: Cl[C:2]1[C:3]([C:15]#[N:16])=[N:4][C:5]([C:9]2[CH:14]=[CH:13][CH:12]=[CH:11][CH:10]=2)=[C:6]([CH3:8])[N:7]=1.Cl.[CH2:18]1[C:24]2[CH:25]=[CH:26][CH:27]=[CH:28][C:23]=2[CH2:22][CH2:21][NH:20][CH2:19]1.C(N(C(C)C)C(C)C)C. Product: [CH3:8][C:6]1[N:7]=[C:2]([N:20]2[CH2:19][CH2:18][C:24]3[CH:25]=[CH:26][CH:27]=[CH:28][C:23]=3[CH2:22][CH2:21]2)[C:3]([C:15]#[N:16])=[N:4][C:5]=1[C:9]1[CH:14]=[CH:13][CH:12]=[CH:11][CH:10]=1. The catalyst class is: 9. (3) Reactant: [CH3:1][O:2][C:3]1[N:8]=[CH:7][C:6]([CH:9]=O)=[CH:5][CH:4]=1.OS([O-])=O.[Na+].CC1C=CC(S(O)(=O)=O)=CC=1.[NH2:27][C:28]1[CH:46]=[CH:45][CH:44]=[CH:43][C:29]=1[C:30]([NH:32][C:33]1[CH:38]=[CH:37][C:36]([CH:39]([CH2:41][CH3:42])[CH3:40])=[CH:35][CH:34]=1)=[O:31]. Product: [CH:39]([C:36]1[CH:37]=[CH:38][C:33]([N:32]2[C:30](=[O:31])[C:29]3[C:28](=[CH:46][CH:45]=[CH:44][CH:43]=3)[N:27]=[C:9]2[C:6]2[CH:7]=[N:8][C:3]([O:2][CH3:1])=[CH:4][CH:5]=2)=[CH:34][CH:35]=1)([CH2:41][CH3:42])[CH3:40]. The catalyst class is: 44. (4) Reactant: [Cl:1][C:2]1[CH:3]=[C:4]([C:12]2([C:31]([F:34])([F:33])[F:32])[O:16][N:15]=[C:14]([C:17]3[C:26]4[C:21](=[CH:22][CH:23]=[CH:24][CH:25]=4)[C:20]([C:27]([O:29]C)=[O:28])=[CH:19][CH:18]=3)[CH2:13]2)[CH:5]=[C:6]([C:8]([F:11])([F:10])[F:9])[CH:7]=1.[OH-].[Na+]. Product: [Cl:1][C:2]1[CH:3]=[C:4]([C:12]2([C:31]([F:32])([F:33])[F:34])[O:16][N:15]=[C:14]([C:17]3[C:26]4[C:21](=[CH:22][CH:23]=[CH:24][CH:25]=4)[C:20]([C:27]([OH:29])=[O:28])=[CH:19][CH:18]=3)[CH2:13]2)[CH:5]=[C:6]([C:8]([F:9])([F:10])[F:11])[CH:7]=1. The catalyst class is: 5. (5) Reactant: Br[C:2]1[N:10]=[CH:9][N:8]=[C:7]2[C:3]=1[N:4]=[CH:5][NH:6]2.[NH2:11][CH:12]([C:14]1[CH:15]=[C:16]([Cl:32])[C:17]([CH3:31])=[C:18]([C:28]([NH2:30])=[O:29])[C:19]=1[C:20]1[CH:25]=[C:24]([F:26])[CH:23]=[C:22]([F:27])[CH:21]=1)[CH3:13].C(N(CC)C(C)C)(C)C. Product: [Cl:32][C:16]1[C:17]([CH3:31])=[C:18]([C:28]([NH2:30])=[O:29])[C:19]([C:20]2[CH:21]=[C:22]([F:27])[CH:23]=[C:24]([F:26])[CH:25]=2)=[C:14]([CH:12]([NH:11][C:2]2[N:10]=[CH:9][N:8]=[C:7]3[C:3]=2[N:4]=[CH:5][NH:6]3)[CH3:13])[CH:15]=1. The catalyst class is: 32. (6) Reactant: [Br:1][C:2]1[CH:10]=[C:9]2[C:5]([C:6](=O)[N:7]([CH2:12][C:13]3[CH:18]=[CH:17][C:16]([O:19][CH3:20])=[CH:15][CH:14]=3)[C:8]2=O)=[CH:4][C:3]=1[C:22](OCC1C=CC(OC)=CC=1)=[O:23].B.C1COCC1.CO. Product: [Br:1][C:2]1[CH:10]=[C:9]2[C:5]([CH2:6][N:7]([CH2:12][C:13]3[CH:18]=[CH:17][C:16]([O:19][CH3:20])=[CH:15][CH:14]=3)[CH2:8]2)=[CH:4][C:3]=1[CH2:22][OH:23]. The catalyst class is: 1. (7) Reactant: [N+](C1C=CC(C(O[CH:11]2[CH:16]([C:17]3[CH:22]=[CH:21][C:20]([F:23])=[CH:19][CH:18]=3)[CH:15]([CH2:24][O:25][CH2:26][C:27]3[CH:32]=[CH:31][CH:30]=[CH:29][CH:28]=3)[CH:14]([CH2:33][O:34][C:35](=[O:45])[C:36]3[CH:41]=[CH:40][C:39]([N+:42]([O-:44])=[O:43])=[CH:38][CH:37]=3)[CH2:13][O:12]2)=O)=CC=1)([O-])=O.[F:48][C:49]([F:64])([F:63])[C:50]1[CH:51]=[C:52]([C@H:60]([OH:62])[CH3:61])[CH:53]=[C:54]([C:56]([F:59])([F:58])[F:57])[CH:55]=1.B(F)(F)F.CCOCC. Product: [N+:42]([C:39]1[CH:38]=[CH:37][C:36]([C:35]([O:34][CH2:33][C@@H:14]2[C@@H:15]([CH2:24][O:25][CH2:26][C:27]3[CH:32]=[CH:31][CH:30]=[CH:29][CH:28]=3)[C@H:16]([C:17]3[CH:18]=[CH:19][C:20]([F:23])=[CH:21][CH:22]=3)[C@@H:11]([O:62][C@@H:60]([C:52]3[CH:51]=[C:50]([C:49]([F:63])([F:64])[F:48])[CH:55]=[C:54]([C:56]([F:57])([F:58])[F:59])[CH:53]=3)[CH3:61])[O:12][CH2:13]2)=[O:45])=[CH:41][CH:40]=1)([O-:44])=[O:43]. The catalyst class is: 2.